This data is from Peptide-MHC class II binding affinity with 134,281 pairs from IEDB. The task is: Regression. Given a peptide amino acid sequence and an MHC pseudo amino acid sequence, predict their binding affinity value. This is MHC class II binding data. (1) The MHC is HLA-DQA10501-DQB10301 with pseudo-sequence HLA-DQA10501-DQB10301. The binding affinity (normalized) is 0.240. The peptide sequence is LKTRPILSPLTKGIL. (2) The peptide sequence is ATISATPESATPFPH. The MHC is DRB4_0101 with pseudo-sequence DRB4_0103. The binding affinity (normalized) is 0.404. (3) The peptide sequence is LNKFISPKSVAGRFA. The MHC is DRB1_0802 with pseudo-sequence DRB1_0802. The binding affinity (normalized) is 0.327. (4) The peptide sequence is RYTCLNSEKEFERAI. The MHC is DRB1_0101 with pseudo-sequence DRB1_0101. The binding affinity (normalized) is 0.782. (5) The peptide sequence is ISDFRAAIANYHYDA. The MHC is HLA-DQA10102-DQB10502 with pseudo-sequence HLA-DQA10102-DQB10502. The binding affinity (normalized) is 0.800. (6) The peptide sequence is VVVHITDDNEEPIAP. The MHC is DRB1_0401 with pseudo-sequence DRB1_0401. The binding affinity (normalized) is 0.0793. (7) The peptide sequence is EKKAFAATQFEPLAA. The binding affinity (normalized) is 0.507. The MHC is DRB1_1001 with pseudo-sequence DRB1_1001. (8) The peptide sequence is KIIGGIGGFVKVRQYDQIPI. The MHC is DRB1_0301 with pseudo-sequence DRB1_0301. The binding affinity (normalized) is 0. (9) The binding affinity (normalized) is 0.192. The peptide sequence is FRSLFGGMSWITQGLLGA. The MHC is DRB4_0101 with pseudo-sequence DRB4_0103. (10) The peptide sequence is GELQIVDKIDAAFKR. The MHC is DRB1_1101 with pseudo-sequence DRB1_1101. The binding affinity (normalized) is 0.444.